From a dataset of Reaction yield outcomes from USPTO patents with 853,638 reactions. Predict the reaction yield, written as a fraction of the theoretical maximum amount of product (1.0 means a 100% yield; for example, 0.34 means a 34% yield). The reactants are [Cl-].O[NH3+:3].[C:4](=[O:7])([O-])[OH:5].[Na+].CS(C)=O.[CH3:13][C:14]1([CH3:61])[CH2:23][CH:22]([O:24][Si:25]([CH:32]([CH3:34])[CH3:33])([CH:29]([CH3:31])[CH3:30])[CH:26]([CH3:28])[CH3:27])[C:21]2[C:16](=[CH:17][CH:18]=[C:19]([N:35]3[C:40](=[O:41])[C:39]([CH2:42][C:43]4[CH:48]=[CH:47][C:46]([C:49]5[C:50]([C:55]#[N:56])=[CH:51][CH:52]=[CH:53][CH:54]=5)=[CH:45][CH:44]=4)=[C:38]([CH2:57][CH2:58][CH3:59])[N:37]=[C:36]3[CH3:60])[CH:20]=2)[O:15]1. The catalyst is C(OCC)(=O)C. The product is [CH3:61][C:14]1([CH3:13])[CH2:23][CH:22]([O:24][Si:25]([CH:29]([CH3:31])[CH3:30])([CH:32]([CH3:33])[CH3:34])[CH:26]([CH3:27])[CH3:28])[C:21]2[C:16](=[CH:17][CH:18]=[C:19]([N:35]3[C:40](=[O:41])[C:39]([CH2:42][C:43]4[CH:44]=[CH:45][C:46]([C:49]5[CH:54]=[CH:53][CH:52]=[CH:51][C:50]=5[C:55]5[NH:3][C:4](=[O:7])[O:5][N:56]=5)=[CH:47][CH:48]=4)=[C:38]([CH2:57][CH2:58][CH3:59])[N:37]=[C:36]3[CH3:60])[CH:20]=2)[O:15]1. The yield is 1.00.